From a dataset of Cav3 T-type calcium channel HTS with 100,875 compounds. Binary Classification. Given a drug SMILES string, predict its activity (active/inactive) in a high-throughput screening assay against a specified biological target. The compound is S(=O)(=O)(NC1(c2c(NC1=O)n(c(=O)n(c2=O)C)C)C(F)(F)F)c1ccc(NC(=O)C)cc1. The result is 0 (inactive).